Dataset: TCR-epitope binding with 47,182 pairs between 192 epitopes and 23,139 TCRs. Task: Binary Classification. Given a T-cell receptor sequence (or CDR3 region) and an epitope sequence, predict whether binding occurs between them. The epitope is NYSGVVTTVMF. The TCR CDR3 sequence is CASSLDGRDTYYGYTF. Result: 0 (the TCR does not bind to the epitope).